From a dataset of Experimentally validated miRNA-target interactions with 360,000+ pairs, plus equal number of negative samples. Binary Classification. Given a miRNA mature sequence and a target amino acid sequence, predict their likelihood of interaction. The miRNA is mmu-miR-541-5p with sequence AAGGGAUUCUGAUGUUGGUCACACU. The protein sequence of the target gene is MTTSSIRRQMKNIVNNYSEAEIKVREATSNDPWGPSSSLMTEIADLTYNVVAFSEIMSMVWKRLNDHGKNWRHVYKALTLLDYLIKTGSERVAQQCRENIFAIQTLKDFQYIDRDGKDQGINVREKSKQLVALLKDEERLKVERVQALKTKERMAQVATGVGSNQITFGRGSSQPNLSTSYSEQEYGKAGGSPASYHGSTSPRVSSELEQARPQTSGEEELQLQLALAMSREVAEQSSESVQTARGSKEERLRRGDDLRLQMALEESRRDTVKVPKKKEAKACCKPGSHSQQTTLLDLMD.... Result: 0 (no interaction).